This data is from Forward reaction prediction with 1.9M reactions from USPTO patents (1976-2016). The task is: Predict the product of the given reaction. (1) The product is: [CH2:1]([O:3][C:4](=[O:27])[C:5]1[CH:10]=[CH:9][C:8]([N:11]2[C:19]3[C:14](=[CH:15][CH:16]=[C:17]([O:20][CH2:39][CH2:38][NH:37][C:36]([O:35][CH2:28][C:29]4[CH:34]=[CH:33][CH:32]=[CH:31][CH:30]=4)=[O:41])[CH:18]=3)[C:13]([C:21]#[N:22])=[CH:12]2)=[CH:7][C:6]=1[O:23][CH2:24][O:25][CH3:26])[CH3:2]. Given the reactants [CH2:1]([O:3][C:4](=[O:27])[C:5]1[CH:10]=[CH:9][C:8]([N:11]2[C:19]3[C:14](=[CH:15][CH:16]=[C:17]([OH:20])[CH:18]=3)[C:13]([C:21]#[N:22])=[CH:12]2)=[CH:7][C:6]=1[O:23][CH2:24][O:25][CH3:26])[CH3:2].[CH2:28]([O:35][C:36](=[O:41])[NH:37][CH2:38][CH2:39]Br)[C:29]1[CH:34]=[CH:33][CH:32]=[CH:31][CH:30]=1.C(=O)([O-])[O-].[K+].[K+].O, predict the reaction product. (2) Given the reactants [CH:1]1([CH:7]2[CH2:12][NH:11][CH2:10][CH2:9][NH:8]2)[CH2:6][CH2:5][CH2:4][CH2:3][CH2:2]1.[CH3:13][O:14][C:15]1[CH:16]=[C:17]([S:23](Cl)(=[O:25])=[O:24])[CH:18]=[CH:19][C:20]=1[O:21][CH3:22], predict the reaction product. The product is: [CH3:13][O:14][C:15]1[CH:16]=[C:17]([S:23]([N:8]2[CH2:9][CH2:10][N:11]([S:23]([C:17]3[CH:18]=[CH:19][C:20]([O:21][CH3:22])=[C:15]([O:14][CH3:13])[CH:16]=3)(=[O:25])=[O:24])[CH2:12][CH:7]2[CH:1]2[CH2:2][CH2:3][CH2:4][CH2:5][CH2:6]2)(=[O:25])=[O:24])[CH:18]=[CH:19][C:20]=1[O:21][CH3:22]. (3) Given the reactants [NH2:1][C:2]1[CH:16]=[CH:15][CH:14]=[CH:13][C:3]=1[CH2:4][NH:5][C:6]1[CH:11]=[CH:10][CH:9]=[CH:8][C:7]=1[F:12].[S:17](N)(N)(=[O:19])=[O:18], predict the reaction product. The product is: [F:12][C:7]1[CH:8]=[CH:9][CH:10]=[CH:11][C:6]=1[N:5]1[CH2:4][C:3]2[CH:13]=[CH:14][CH:15]=[CH:16][C:2]=2[NH:1][S:17]1(=[O:19])=[O:18]. (4) Given the reactants [Br:1][C:2]1[CH:3]=[CH:4][C:5]2[N:6]([C:8]([C:11]#[N:12])=[CH:9][N:10]=2)[CH:7]=1.Cl.[NH2:14][OH:15].C(N(CC)CC)C, predict the reaction product. The product is: [Br:1][C:2]1[CH:3]=[CH:4][C:5]2[N:6]([C:8]([C:11](=[NH:12])[NH:14][OH:15])=[CH:9][N:10]=2)[CH:7]=1. (5) Given the reactants [C:1]([C:3]1[C:18]([N+:19]([O-:21])=[O:20])=[CH:17][CH:16]=[CH:15][C:4]=1[O:5][CH:6]1[CH2:11][CH2:10][CH:9]([C:12]([OH:14])=O)[CH2:8][CH2:7]1)#[N:2].Cl.[CH3:23][NH2:24], predict the reaction product. The product is: [C:1]([C:3]1[C:18]([N+:19]([O-:21])=[O:20])=[CH:17][CH:16]=[CH:15][C:4]=1[O:5][CH:6]1[CH2:7][CH2:8][CH:9]([C:12]([NH:24][CH3:23])=[O:14])[CH2:10][CH2:11]1)#[N:2]. (6) Given the reactants [H-].[Na+].[CH3:3][CH:4]([CH3:19])[C@@H:5]([NH:8][C:9]1[CH:14]=[CH:13][C:12]([C:15]([F:18])([F:17])[F:16])=[CH:11][CH:10]=1)[CH2:6][OH:7].[CH2:20](Br)[C:21]1[CH:26]=[CH:25][CH:24]=[CH:23][CH:22]=1, predict the reaction product. The product is: [CH2:20]([O:7][CH2:6][C@H:5]([NH:8][C:9]1[CH:14]=[CH:13][C:12]([C:15]([F:16])([F:17])[F:18])=[CH:11][CH:10]=1)[CH:4]([CH3:19])[CH3:3])[C:21]1[CH:26]=[CH:25][CH:24]=[CH:23][CH:22]=1. (7) Given the reactants [OH:1][C@H:2]1[CH2:23][CH2:22][C@@:21]2([CH3:24])[CH:4]([CH2:5][CH2:6][C:7]3[C:8]4[C@:17]([CH3:25])([CH2:18][CH2:19][C:20]=32)[C@@H:11]([C@@H:12]([CH3:16])[CH2:13][CH:14]=O)[CH2:10][CH:9]=4)[C:3]1([CH3:27])[CH3:26].[NH:28]1[CH2:32][CH2:31][CH2:30][CH2:29]1.C(O[BH-](OC(=O)C)OC(=O)C)(=O)C.[Na+], predict the reaction product. The product is: [N:28]1([CH2:14][CH2:13][C@@H:12]([C@@H:11]2[C@:17]3([CH3:25])[C:8]([C:7]4[CH2:6][CH2:5][C@@H:4]5[C@:21]([C:20]=4[CH2:19][CH2:18]3)([CH3:24])[CH2:22][CH2:23][C@H:2]([OH:1])[C:3]5([CH3:26])[CH3:27])=[CH:9][CH2:10]2)[CH3:16])[CH2:32][CH2:31][CH2:30][CH2:29]1. (8) Given the reactants [F:1][C:2]1[CH:8]=[CH:7][C:5]([NH2:6])=[CH:4][C:3]=1[CH3:9].[C:10]([CH2:12][C:13](OCC)=[O:14])#[N:11], predict the reaction product. The product is: [C:10]([CH2:12][C:13]([NH:6][C:5]1[CH:7]=[CH:8][C:2]([F:1])=[C:3]([CH3:9])[CH:4]=1)=[O:14])#[N:11]. (9) The product is: [C:30]([O:29][C:27]([N:15]1[C:16]2[C:21](=[N:20][C:19]([O:22][CH3:23])=[CH:18][CH:17]=2)[C@@H:12]([NH:11][C:10]([O:9][C@@H:7]([C:1]2[CH:6]=[CH:5][CH:4]=[CH:3][CH:2]=2)[CH3:8])=[O:26])[CH2:13][C@H:14]1[CH2:24][CH3:25])=[O:28])([CH3:33])([CH3:32])[CH3:31]. Given the reactants [C:1]1([C@H:7]([O:9][C:10](=[O:26])[NH:11][C@@H:12]2[C:21]3[C:16](=[CH:17][CH:18]=[C:19]([O:22][CH3:23])[N:20]=3)[NH:15][C@H:14]([CH2:24][CH3:25])[CH2:13]2)[CH3:8])[CH:6]=[CH:5][CH:4]=[CH:3][CH:2]=1.[C:27](O[C:27]([O:29][C:30]([CH3:33])([CH3:32])[CH3:31])=[O:28])([O:29][C:30]([CH3:33])([CH3:32])[CH3:31])=[O:28].C(=O)([O-])O.[Na+], predict the reaction product.